This data is from Full USPTO retrosynthesis dataset with 1.9M reactions from patents (1976-2016). The task is: Predict the reactants needed to synthesize the given product. (1) Given the product [CH3:24][O:23][C:17]1[CH:16]=[C:15]([N:13]([CH3:14])[C:11]2[C:10]3[C:5](=[CH:6][CH:7]=[CH:8][CH:9]=3)[N:4]=[C:3]([NH:28][CH2:27][CH2:25][OH:26])[N:12]=2)[CH:20]=[CH:19][C:18]=1[O:21][CH3:22], predict the reactants needed to synthesize it. The reactants are: Cl.Cl[C:3]1[N:12]=[C:11]([N:13]([C:15]2[CH:20]=[CH:19][C:18]([O:21][CH3:22])=[C:17]([O:23][CH3:24])[CH:16]=2)[CH3:14])[C:10]2[C:5](=[CH:6][CH:7]=[CH:8][CH:9]=2)[N:4]=1.[CH2:25]([CH2:27][NH2:28])[OH:26]. (2) Given the product [NH2:27][C:4]1[N:3]=[C:2]([C:36]2[CH:68]=[CH:67][C:39]([O:40][CH2:41][C@H:42]([NH:47][C:48]([C:55]3[CH:60]=[CH:59][CH:58]=[CH:57][CH:56]=3)([C:49]3[CH:50]=[CH:51][CH:52]=[CH:53][CH:54]=3)[C:61]3[CH:66]=[CH:65][CH:64]=[CH:63][CH:62]=3)[C:43]([O:45][CH3:46])=[O:44])=[CH:38][CH:37]=2)[CH:7]=[C:6]([O:8][CH:9]([C:14]2[CH:19]=[CH:18][C:17]([C:20]3[CH:25]=[CH:24][CH:23]=[C:22]([F:26])[CH:21]=3)=[CH:16][CH:15]=2)[C:10]([F:13])([F:12])[F:11])[N:5]=1, predict the reactants needed to synthesize it. The reactants are: Cl[C:2]1[CH:7]=[C:6]([O:8][CH:9]([C:14]2[CH:19]=[CH:18][C:17]([C:20]3[CH:25]=[CH:24][CH:23]=[C:22]([F:26])[CH:21]=3)=[CH:16][CH:15]=2)[C:10]([F:13])([F:12])[F:11])[N:5]=[C:4]([NH2:27])[N:3]=1.CC1(C)C(C)(C)OB([C:36]2[CH:68]=[CH:67][C:39]([O:40][CH2:41][C@H:42]([NH:47][C:48]([C:61]3[CH:66]=[CH:65][CH:64]=[CH:63][CH:62]=3)([C:55]3[CH:60]=[CH:59][CH:58]=[CH:57][CH:56]=3)[C:49]3[CH:54]=[CH:53][CH:52]=[CH:51][CH:50]=3)[C:43]([O:45][CH3:46])=[O:44])=[CH:38][CH:37]=2)O1.C([O-])([O-])=O.[Na+].[Na+].C(O)C. (3) Given the product [O:24]=[S:18]1(=[O:23])[CH2:19][CH2:20][CH2:21][CH2:22][N:17]1[C:8]1[CH:9]=[C:10]([C:13]([O:15][CH3:16])=[O:14])[CH:11]=[C:12]2[C:7]=1[CH2:6][CH2:5][N:4]2[CH2:1][CH3:2], predict the reactants needed to synthesize it. The reactants are: [C:1]([N:4]1[C:12]2[C:7](=[C:8]([N:17]3[CH2:22][CH2:21][CH2:20][CH2:19][S:18]3(=[O:24])=[O:23])[CH:9]=[C:10]([C:13]([O:15][CH3:16])=[O:14])[CH:11]=2)[CH2:6][CH2:5]1)(=O)[CH3:2].CCO. (4) The reactants are: [N:1]1([CH:7]2[CH2:12][CH2:11][CH:10]([OH:13])[CH2:9][CH2:8]2)[CH2:6][CH2:5][O:4][CH2:3][CH2:2]1.[H-].[Na+].Cl[C:17]1[C:18]2[CH:25]=[C:24]([CH2:26][CH2:27][NH:28][C:29](=[O:35])[O:30][C:31]([CH3:34])([CH3:33])[CH3:32])[S:23][C:19]=2[N:20]=[CH:21][N:22]=1. Given the product [N:1]1([CH:7]2[CH2:8][CH2:9][CH:10]([O:13][C:17]3[C:18]4[CH:25]=[C:24]([CH2:26][CH2:27][NH:28][C:29](=[O:35])[O:30][C:31]([CH3:33])([CH3:32])[CH3:34])[S:23][C:19]=4[N:20]=[CH:21][N:22]=3)[CH2:11][CH2:12]2)[CH2:2][CH2:3][O:4][CH2:5][CH2:6]1, predict the reactants needed to synthesize it. (5) The reactants are: F[C:2]1[CH:7]=[C:6]([F:8])[CH:5]=[CH:4][C:3]=1[C:9]1[N:14]=[CH:13][N:12]=[C:11]([NH:15][C:16]2[CH:21]=[CH:20][CH:19]=[C:18]([CH2:22][S:23]([CH3:26])(=[O:25])=[O:24])[CH:17]=2)[N:10]=1.[CH3:27][C:28]1[CH:33]=[C:32]([CH2:34][OH:35])[CH:31]=[CH:30][N:29]=1. Given the product [F:8][C:6]1[CH:5]=[CH:4][C:3]([C:9]2[N:14]=[CH:13][N:12]=[C:11]([NH:15][C:16]3[CH:21]=[CH:20][CH:19]=[C:18]([CH2:22][S:23]([CH3:26])(=[O:25])=[O:24])[CH:17]=3)[N:10]=2)=[C:2]([O:35][CH2:34][C:32]2[CH:31]=[CH:30][N:29]=[C:28]([CH3:27])[CH:33]=2)[CH:7]=1, predict the reactants needed to synthesize it. (6) The reactants are: [O:1]=[C:2]1[C:11]([C:12]([OH:14])=[O:13])=[CH:10][C:9]2[CH2:8][CH2:7][CH2:6][CH2:5][C:4]=2[NH:3]1.S(Cl)(Cl)=O.[CH3:19]O. Given the product [O:1]=[C:2]1[C:11]([C:12]([O:14][CH3:19])=[O:13])=[CH:10][C:9]2[CH2:8][CH2:7][CH2:6][CH2:5][C:4]=2[NH:3]1, predict the reactants needed to synthesize it.